This data is from Full USPTO retrosynthesis dataset with 1.9M reactions from patents (1976-2016). The task is: Predict the reactants needed to synthesize the given product. (1) The reactants are: [CH2:1]([O:5][CH2:6][CH2:7][O:8][C:9]1[CH:14]=[CH:13][C:12]([C:15]2[CH:16]=[CH:17][C:18]3[N:24](C(=O)C(F)(F)F)[CH2:23][CH2:22][C:21]([C:31]([NH:33][C:34]4[CH:39]=[CH:38][C:37]([C@H:40]([OH:48])[C:41]5[CH:46]=[CH:45][CH:44]=[CH:43][N+:42]=5[O-:47])=[CH:36][CH:35]=4)=[O:32])=[CH:20][C:19]=3[CH:49]=2)=[CH:11][CH:10]=1)[CH2:2][CH2:3][CH3:4].[BH4-].[Na+].O. Given the product [CH2:1]([O:5][CH2:6][CH2:7][O:8][C:9]1[CH:10]=[CH:11][C:12]([C:15]2[CH:16]=[CH:17][C:18]3[NH:24][CH2:23][CH2:22][C:21]([C:31]([NH:33][C:34]4[CH:35]=[CH:36][C:37]([C@H:40]([OH:48])[C:41]5[CH:46]=[CH:45][CH:44]=[CH:43][N+:42]=5[O-:47])=[CH:38][CH:39]=4)=[O:32])=[CH:20][C:19]=3[CH:49]=2)=[CH:13][CH:14]=1)[CH2:2][CH2:3][CH3:4], predict the reactants needed to synthesize it. (2) Given the product [F:1][C:2]([F:7])([F:6])[CH:3]([O:5][C:11]1[CH:20]=[CH:19][C:18]2[C:13](=[C:14]([C:21]3[NH:29][C:28]4[CH2:27][CH2:26][NH:25][C:24](=[O:30])[C:23]=4[CH:22]=3)[CH:15]=[CH:16][CH:17]=2)[N:12]=1)[CH3:4], predict the reactants needed to synthesize it. The reactants are: [F:1][C:2]([F:7])([F:6])[CH:3]([OH:5])[CH3:4].[H-].[Na+].Cl[C:11]1[CH:20]=[CH:19][C:18]2[C:13](=[C:14]([C:21]3[NH:29][C:28]4[CH2:27][CH2:26][NH:25][C:24](=[O:30])[C:23]=4[CH:22]=3)[CH:15]=[CH:16][CH:17]=2)[N:12]=1.CO. (3) Given the product [CH2:20]([O:19][C:17]1[C:16]([CH3:27])=[CH:15][C:14]2[S:11][C:10]([NH:9][C:1](=[O:8])[C:2]3[CH:7]=[CH:6][CH:5]=[CH:4][CH:3]=3)=[N:12][C:13]=2[CH:18]=1)[C:21]1[CH:26]=[CH:25][CH:24]=[CH:23][CH:22]=1, predict the reactants needed to synthesize it. The reactants are: [C:1]([NH:9][C:10]([NH:12][C:13]1[CH:18]=[C:17]([O:19][CH2:20][C:21]2[CH:26]=[CH:25][CH:24]=[CH:23][CH:22]=2)[C:16]([CH3:27])=[CH:15][C:14]=1Br)=[S:11])(=[O:8])[C:2]1[CH:7]=[CH:6][CH:5]=[CH:4][CH:3]=1.CC([O-])(C)C.[K+]. (4) Given the product [CH2:1]([C:5]1[CH:10]=[CH:9][C:8]([C:11]2[O:15][N:14]=[C:13]3[C:16]4[C:21]([CH2:22][CH2:23][C:12]=23)=[CH:20][C:19]([CH2:24][N:30]2[CH2:33][CH:32]([C:34]([OH:36])=[O:35])[CH2:31]2)=[CH:18][CH:17]=4)=[CH:7][C:6]=1[C:26]([F:29])([F:28])[F:27])[CH:2]([CH3:4])[CH3:3].[C:41]([OH:35])([C:26]([F:29])([F:28])[F:27])=[O:42], predict the reactants needed to synthesize it. The reactants are: [CH2:1]([C:5]1[CH:10]=[CH:9][C:8]([C:11]2[O:15][N:14]=[C:13]3[C:16]4[C:21]([CH2:22][CH2:23][C:12]=23)=[CH:20][C:19]([CH:24]=O)=[CH:18][CH:17]=4)=[CH:7][C:6]=1[C:26]([F:29])([F:28])[F:27])[CH:2]([CH3:4])[CH3:3].[NH:30]1[CH2:33][CH:32]([C:34]([OH:36])=[O:35])[CH2:31]1.C([BH3-])#N.[Na+].[CH3:41][OH:42]. (5) Given the product [Cl:15][C:6]1[CH:5]=[C:4]([CH:9]=[C:8]([NH:10][S:11]([CH3:14])(=[O:13])=[O:12])[CH:7]=1)[C:3]([OH:16])=[O:2], predict the reactants needed to synthesize it. The reactants are: C[O:2][C:3](=[O:16])[C:4]1[CH:9]=[C:8]([NH:10][S:11]([CH3:14])(=[O:13])=[O:12])[CH:7]=[C:6]([Cl:15])[CH:5]=1.[OH-].[Na+]. (6) Given the product [CH2:1]([C:3]1[C:4]([C:23]([C:25]2[NH:29][C:28]3[CH:30]=[CH:31][C:32]([C:34]#[N:35])=[CH:33][C:27]=3[N:26]=2)=[CH2:24])=[C:5]2[C:9](=[C:10]([CH3:12])[CH:11]=1)[NH:8][CH:7]=[CH:6]2)[CH3:2], predict the reactants needed to synthesize it. The reactants are: [CH2:1]([C:3]1[C:4]([C:23]([C:25]2[NH:29][C:28]3[CH:30]=[CH:31][C:32]([C:34]#[N:35])=[CH:33][C:27]=3[N:26]=2)=[CH2:24])=[C:5]2[C:9](=[C:10]([CH3:12])[CH:11]=1)[N:8](S(C1C=CC(C)=CC=1)(=O)=O)[CH:7]=[CH:6]2)[CH3:2].[OH-].[K+]. (7) The reactants are: C[O:2][C:3]1[CH:4]=[C:5]2[C:9](=[CH:10][CH:11]=1)[CH2:8][CH:7]([C:12]1[CH:13]=[C:14]([CH:19]=[CH:20][CH:21]=1)[C:15]([O:17][CH3:18])=[O:16])[CH2:6]2.B(Br)(Br)Br. Given the product [OH:2][C:3]1[CH:4]=[C:5]2[C:9](=[CH:10][CH:11]=1)[CH2:8][CH:7]([C:12]1[CH:13]=[C:14]([CH:19]=[CH:20][CH:21]=1)[C:15]([O:17][CH3:18])=[O:16])[CH2:6]2, predict the reactants needed to synthesize it.